From a dataset of Full USPTO retrosynthesis dataset with 1.9M reactions from patents (1976-2016). Predict the reactants needed to synthesize the given product. (1) Given the product [CH3:27][C:28]1[CH:29]=[C:30]([CH:38]=[C:39]([CH3:41])[CH:40]=1)[O:31][CH2:32][C:33]([OH:35])=[O:34], predict the reactants needed to synthesize it. The reactants are: C1C=CC(P(C2C=CC=CC=2)C2C=CC=CC=2)=CC=1.N1C=CN=C1.BrBr.[CH3:27][C:28]1[CH:29]=[C:30]([CH:38]=[C:39]([CH3:41])[CH:40]=1)[O:31][CH2:32][C:33]([O:35]CC)=[O:34]. (2) Given the product [F:1][C:2]1[CH:14]=[C:13]2[C:5]([C:6]3[CH:7]=[CH:8][N:9]=[CH:10][C:11]=3[NH:12]2)=[CH:4][CH:3]=1, predict the reactants needed to synthesize it. The reactants are: [F:1][C:2]1[CH:14]=[C:13]2[C:5]([C:6]3[CH2:7][CH2:8][NH:9][CH2:10][C:11]=3[NH:12]2)=[CH:4][CH:3]=1. (3) The reactants are: [CH3:1][O:2][C:3]1[CH:17]=[C:16]([N+:18]([O-])=O)[CH:15]=[CH:14][C:4]=1[O:5][CH2:6][CH2:7][N:8]1[CH2:13][CH2:12][O:11][CH2:10][CH2:9]1. Given the product [CH3:1][O:2][C:3]1[CH:17]=[C:16]([NH2:18])[CH:15]=[CH:14][C:4]=1[O:5][CH2:6][CH2:7][N:8]1[CH2:13][CH2:12][O:11][CH2:10][CH2:9]1, predict the reactants needed to synthesize it. (4) Given the product [CH3:1][C:2]1[CH:7]=[CH:6][C:5]([C:8]2[NH:12][C:11](=[O:13])[NH:10][N:9]=2)=[N:4][C:3]=1[O:14][C@H:15]1[CH2:19][CH2:18][NH:17][CH2:16]1, predict the reactants needed to synthesize it. The reactants are: [CH3:1][C:2]1[C:3]([O:14][C@H:15]2[CH2:19][CH2:18][N:17](C(OC(C)(C)C)=O)[CH2:16]2)=[N:4][C:5]([C:8]2[NH:12][C:11](=[O:13])[NH:10][N:9]=2)=[CH:6][CH:7]=1.C(O)(C(F)(F)F)=O. (5) The reactants are: [Cl:1][C:2]1[CH:14]=[N:13][C:5]2[NH:6][C:7]3[CH2:12][CH2:11][NH:10][CH2:9][C:8]=3[C:4]=2[CH:3]=1.CCN(C(C)C)C(C)C.[Cl:24][C:25]1[CH:26]=[C:27]([CH:31]=[CH:32][CH:33]=1)[C:28](Cl)=[O:29].Cl.CCOCC. Given the product [ClH:1].[Cl:24][C:25]1[CH:26]=[C:27]([C:28]([N:10]2[CH2:11][CH2:12][C:7]3[NH:6][C:5]4[N:13]=[CH:14][C:2]([Cl:1])=[CH:3][C:4]=4[C:8]=3[CH2:9]2)=[O:29])[CH:31]=[CH:32][CH:33]=1, predict the reactants needed to synthesize it. (6) Given the product [CH3:1][C:2]1[CH:7]=[C:6]([CH3:8])[CH:5]=[CH:4][C:3]=1[N:9]1[CH2:14][CH2:13][N:12]([C:15]2[CH:16]=[C:17]([CH:21]3[C:30]([CH3:31])([CH3:32])[CH2:29][C:28]4[C:23](=[CH:24][CH:25]=[C:26]([C:33]([NH:40][S:37]([CH3:36])(=[O:39])=[O:38])=[O:34])[CH:27]=4)[NH:22]3)[CH:18]=[CH:19][CH:20]=2)[CH2:11][CH2:10]1, predict the reactants needed to synthesize it. The reactants are: [CH3:1][C:2]1[CH:7]=[C:6]([CH3:8])[CH:5]=[CH:4][C:3]=1[N:9]1[CH2:14][CH2:13][N:12]([C:15]2[CH:16]=[C:17]([CH:21]3[C:30]([CH3:32])([CH3:31])[CH2:29][C:28]4[C:23](=[CH:24][CH:25]=[C:26]([C:33](O)=[O:34])[CH:27]=4)[NH:22]3)[CH:18]=[CH:19][CH:20]=2)[CH2:11][CH2:10]1.[CH3:36][S:37]([NH2:40])(=[O:39])=[O:38]. (7) Given the product [CH:24]([C:27]1[CH:28]=[CH:29][C:2]([CH2:1][N:4]2[C:9](=[O:10])[C:8]([O:11][CH3:12])=[N:7][N:6]([C:13]3[CH:14]=[C:15]([NH:19][C:20](=[O:22])[CH3:21])[CH:16]=[CH:17][CH:18]=3)[C:5]2=[O:23])=[CH:3][CH:34]=1)([CH3:26])[CH3:25], predict the reactants needed to synthesize it. The reactants are: [CH2:1]([N:4]1[C:9](=[O:10])[C:8]([O:11][CH3:12])=[N:7][N:6]([C:13]2[CH:14]=[C:15]([NH:19][C:20](=[O:22])[CH3:21])[CH:16]=[CH:17][CH:18]=2)[C:5]1=[O:23])[CH:2]=[CH2:3].[CH:24]([C:27]1[CH:34]=CC(CBr)=[CH:29][CH:28]=1)([CH3:26])[CH3:25].C(=O)([O-])[O-].[K+].[K+]. (8) Given the product [NH2:1][C:2]1[N:7]=[C:6]([N:8]2[CH2:13][CH2:12][CH2:11][C@H:10]([C:14]([NH:45][C:44]3[CH:46]=[CH:47][C:41]([F:40])=[CH:42][CH:43]=3)=[O:15])[CH2:9]2)[CH:5]=[C:4]([C:17]2[CH:22]=[CH:21][C:20]([C:23]#[N:24])=[C:19]([F:25])[CH:18]=2)[N:3]=1, predict the reactants needed to synthesize it. The reactants are: [NH2:1][C:2]1[N:7]=[C:6]([N:8]2[CH2:13][CH2:12][CH2:11][C@H:10]([C:14](O)=[O:15])[CH2:9]2)[CH:5]=[C:4]([C:17]2[CH:22]=[CH:21][C:20]([C:23]#[N:24])=[C:19]([F:25])[CH:18]=2)[N:3]=1.C(Cl)CCl.C1C=CC2N(O)N=NC=2C=1.[F:40][C:41]1[CH:47]=[CH:46][C:44]([NH2:45])=[CH:43][CH:42]=1. (9) Given the product [CH2:23]([O:22][C:20]([NH:1][C@@H:2]1[CH2:7][CH2:6][O:5][CH2:4][C@H:3]1[C:8]([O:10][CH2:11][CH3:12])=[O:9])=[O:21])[C:24]1[CH:29]=[CH:28][CH:27]=[CH:26][CH:25]=1, predict the reactants needed to synthesize it. The reactants are: [NH2:1][C@@H:2]1[CH2:7][CH2:6][O:5][CH2:4][C@H:3]1[C:8]([O:10][CH2:11][CH3:12])=[O:9].CCN(CC)CC.[C:20](Cl)([O:22][CH2:23][C:24]1[CH:29]=[CH:28][CH:27]=[CH:26][CH:25]=1)=[O:21]. (10) Given the product [Cl:19][C:20]1[CH:45]=[CH:44][CH:43]=[CH:42][C:21]=1[C:22]([NH:24][C:25]1[CH:26]=[CH:27][C:28]([C:31]2[N:32]=[C:33]([C:36]3[CH:41]=[CH:40][CH:39]=[CH:38][CH:37]=3)[O:34][CH:35]=2)=[CH:29][CH:30]=1)=[O:23], predict the reactants needed to synthesize it. The reactants are: C1(C2OC=C(C3C=CC(N)=CC=3)N=2)C=CC=CC=1.[Cl:19][C:20]1[CH:45]=[C:44](Cl)[CH:43]=[CH:42][C:21]=1[C:22]([NH:24][C:25]1[CH:30]=[CH:29][C:28]([C:31]2[N:32]=[C:33]([C:36]3[CH:41]=[CH:40][CH:39]=[CH:38][CH:37]=3)[O:34][CH:35]=2)=[CH:27][CH:26]=1)=[O:23].ClC1C=CC=CC=1C(Cl)=O.